Predict which catalyst facilitates the given reaction. From a dataset of Catalyst prediction with 721,799 reactions and 888 catalyst types from USPTO. (1) Reactant: C[Si](C)(C)N[Si](C)(C)C.[K].[CH2:11]([O:13][C:14]([C:16]1[C:25](=[O:26])[C:24]2[C:19](=[N:20][C:21]([CH3:27])=[CH:22][CH:23]=2)[NH:18][CH:17]=1)=[O:15])[CH3:12].[Br:28][C:29]1[CH:34]=[CH:33][CH:32]=[C:31]([CH2:35]Br)[N:30]=1.O. Product: [CH2:11]([O:13][C:14]([C:16]1[C:25](=[O:26])[C:24]2[C:19](=[N:20][C:21]([CH3:27])=[CH:22][CH:23]=2)[N:18]([CH2:35][C:31]2[CH:32]=[CH:33][CH:34]=[C:29]([Br:28])[N:30]=2)[CH:17]=1)=[O:15])[CH3:12]. The catalyst class is: 54. (2) Reactant: [C:1]1([CH2:7][SH:8])[CH:6]=[CH:5][CH:4]=[CH:3][CH:2]=1.C(=O)([O-])[O-].[K+].[K+].Cl[C:16]1[N:23]=[CH:22][C:21]([N+:24]([O-:26])=[O:25])=[CH:20][C:17]=1[C:18]#[N:19]. Product: [CH2:7]([S:8][C:16]1[N:23]=[CH:22][C:21]([N+:24]([O-:26])=[O:25])=[CH:20][C:17]=1[C:18]#[N:19])[C:1]1[CH:6]=[CH:5][CH:4]=[CH:3][CH:2]=1. The catalyst class is: 7.